The task is: Regression/Classification. Given a drug SMILES string, predict its absorption, distribution, metabolism, or excretion properties. Task type varies by dataset: regression for continuous measurements (e.g., permeability, clearance, half-life) or binary classification for categorical outcomes (e.g., BBB penetration, CYP inhibition). Dataset: cyp1a2_veith.. This data is from CYP1A2 inhibition data for predicting drug metabolism from PubChem BioAssay. (1) The molecule is CN(C)c1ccc(-c2nc(N3CCNCC3)c3ccccc3n2)cc1. The result is 1 (inhibitor). (2) The drug is CCOC(=O)C(/C(N)=N/C(=O)Nc1ccccc1)=C(\C)O. The result is 1 (inhibitor). (3) The result is 1 (inhibitor). The compound is CCOC(=O)CN(c1ccccn1)S(=O)(=O)c1ccccc1. (4) The drug is CCc1c(C)c(C#N)c2nc3ccccc3n2c1Nc1c(C)n(C)n(-c2ccccc2)c1=O. The result is 0 (non-inhibitor).